Dataset: NCI-60 drug combinations with 297,098 pairs across 59 cell lines. Task: Regression. Given two drug SMILES strings and cell line genomic features, predict the synergy score measuring deviation from expected non-interaction effect. (1) Drug 1: CC(C)CN1C=NC2=C1C3=CC=CC=C3N=C2N. Drug 2: CC1C(C(CC(O1)OC2CC(CC3=C2C(=C4C(=C3O)C(=O)C5=C(C4=O)C(=CC=C5)OC)O)(C(=O)CO)O)N)O.Cl. Cell line: M14. Synergy scores: CSS=41.9, Synergy_ZIP=-1.01, Synergy_Bliss=-1.07, Synergy_Loewe=-12.8, Synergy_HSA=-3.07. (2) Drug 1: CC1=CC=C(C=C1)C2=CC(=NN2C3=CC=C(C=C3)S(=O)(=O)N)C(F)(F)F. Drug 2: CNC(=O)C1=NC=CC(=C1)OC2=CC=C(C=C2)NC(=O)NC3=CC(=C(C=C3)Cl)C(F)(F)F. Cell line: RPMI-8226. Synergy scores: CSS=-8.24, Synergy_ZIP=5.26, Synergy_Bliss=2.52, Synergy_Loewe=-4.39, Synergy_HSA=-8.62. (3) Drug 1: COC1=CC(=CC(=C1O)OC)C2C3C(COC3=O)C(C4=CC5=C(C=C24)OCO5)OC6C(C(C7C(O6)COC(O7)C8=CC=CS8)O)O. Drug 2: C1=NC2=C(N1)C(=S)N=C(N2)N. Cell line: COLO 205. Synergy scores: CSS=74.9, Synergy_ZIP=-6.36, Synergy_Bliss=-7.91, Synergy_Loewe=-7.54, Synergy_HSA=-2.98. (4) Drug 2: COCCOC1=C(C=C2C(=C1)C(=NC=N2)NC3=CC=CC(=C3)C#C)OCCOC.Cl. Drug 1: CC1C(C(CC(O1)OC2CC(CC3=C2C(=C4C(=C3O)C(=O)C5=C(C4=O)C(=CC=C5)OC)O)(C(=O)C)O)N)O.Cl. Cell line: CCRF-CEM. Synergy scores: CSS=34.2, Synergy_ZIP=3.94, Synergy_Bliss=10.4, Synergy_Loewe=-13.3, Synergy_HSA=10.7. (5) Drug 1: CCC1(C2=C(COC1=O)C(=O)N3CC4=CC5=C(C=CC(=C5CN(C)C)O)N=C4C3=C2)O.Cl. Drug 2: C1C(C(OC1N2C=NC(=NC2=O)N)CO)O. Cell line: SK-MEL-5. Synergy scores: CSS=45.3, Synergy_ZIP=-0.870, Synergy_Bliss=-2.69, Synergy_Loewe=-33.1, Synergy_HSA=-1.98. (6) Drug 1: C1=CC(=CC=C1C#N)C(C2=CC=C(C=C2)C#N)N3C=NC=N3. Drug 2: C1CC(=O)NC(=O)C1N2C(=O)C3=CC=CC=C3C2=O. Cell line: LOX IMVI. Synergy scores: CSS=-3.34, Synergy_ZIP=4.43, Synergy_Bliss=2.09, Synergy_Loewe=-6.52, Synergy_HSA=-6.52. (7) Synergy scores: CSS=44.8, Synergy_ZIP=3.03, Synergy_Bliss=3.36, Synergy_Loewe=2.60, Synergy_HSA=5.87. Cell line: K-562. Drug 2: CC12CCC3C(C1CCC2O)C(CC4=C3C=CC(=C4)O)CCCCCCCCCS(=O)CCCC(C(F)(F)F)(F)F. Drug 1: CCC(=C(C1=CC=CC=C1)C2=CC=C(C=C2)OCCN(C)C)C3=CC=CC=C3.C(C(=O)O)C(CC(=O)O)(C(=O)O)O. (8) Drug 1: CCC1=CC2CC(C3=C(CN(C2)C1)C4=CC=CC=C4N3)(C5=C(C=C6C(=C5)C78CCN9C7C(C=CC9)(C(C(C8N6C)(C(=O)OC)O)OC(=O)C)CC)OC)C(=O)OC.C(C(C(=O)O)O)(C(=O)O)O. Drug 2: CCC1(CC2CC(C3=C(CCN(C2)C1)C4=CC=CC=C4N3)(C5=C(C=C6C(=C5)C78CCN9C7C(C=CC9)(C(C(C8N6C)(C(=O)OC)O)OC(=O)C)CC)OC)C(=O)OC)O.OS(=O)(=O)O. Cell line: MOLT-4. Synergy scores: CSS=97.0, Synergy_ZIP=6.53, Synergy_Bliss=5.85, Synergy_Loewe=4.68, Synergy_HSA=5.63. (9) Drug 1: C(=O)(N)NO. Drug 2: CC12CCC3C(C1CCC2O)C(CC4=C3C=CC(=C4)O)CCCCCCCCCS(=O)CCCC(C(F)(F)F)(F)F. Cell line: KM12. Synergy scores: CSS=4.26, Synergy_ZIP=3.67, Synergy_Bliss=-1.03, Synergy_Loewe=-0.931, Synergy_HSA=-0.899.